Predict which catalyst facilitates the given reaction. From a dataset of Catalyst prediction with 721,799 reactions and 888 catalyst types from USPTO. (1) Reactant: [Cl:1][C:2]1[CH:3]=[C:4]([CH:8]=[CH:9][N:10]=1)[C:5]([OH:7])=O.[F:11][C:12]1[CH:13]=[C:14]2[C:18](=[CH:19][C:20]=1[F:21])[NH:17][CH2:16][CH2:15]2.CN(C(ON1N=NC2C=CC=CC1=2)=[N+](C)C)C.[B-](F)(F)(F)F. Product: [Cl:1][C:2]1[CH:3]=[C:4]([C:5]([N:17]2[C:18]3[C:14](=[CH:13][C:12]([F:11])=[C:20]([F:21])[CH:19]=3)[CH2:15][CH2:16]2)=[O:7])[CH:8]=[CH:9][N:10]=1. The catalyst class is: 3. (2) Reactant: [H-].[Al+3].[Li+].[H-].[H-].[H-].[C:7]1(=[CH:10][C:11]2[CH:20]=[CH:19][C:14]([C:15](OC)=[O:16])=[CH:13][CH:12]=2)[CH2:9][CH2:8]1.O. Product: [C:7]1(=[CH:10][C:11]2[CH:12]=[CH:13][C:14]([CH2:15][OH:16])=[CH:19][CH:20]=2)[CH2:9][CH2:8]1. The catalyst class is: 7. (3) Reactant: [C:1]([CH2:3][NH:4][C:5]([C@@H:7]([NH:17][C:18]([C:20]1S[C:23]2[N:24]([CH3:31])N=C(C(F)(F)F)[C:22]=2[CH:21]=1)=[O:19])[CH2:8][C:9]1[C:14](F)=CC=C[C:10]=1F)=[O:6])#[N:2].N1C(C)=CC=CC=1C.[F:41][C:42]([F:55])([F:54])[S:43]([O:46]S(C(F)(F)F)(=O)=O)(=[O:45])=[O:44]. Product: [C:1]([CH2:3][NH:4][C:5]([C@@H:7]([NH:17][C:18]([C:20]1[CH:21]=[CH:22][C:23]([O:46][S:43]([C:42]([F:55])([F:54])[F:41])(=[O:45])=[O:44])=[N:24][CH:31]=1)=[O:19])[CH2:8][CH:9]([CH3:10])[CH3:14])=[O:6])#[N:2]. The catalyst class is: 4. (4) Reactant: [OH-].[Na+].[OH:3][C:4]1[C:9](=[O:10])[CH:8]=[C:7]([CH:11]([OH:16])[C:12]([F:15])([F:14])[F:13])[N:6]([CH3:17])[C:5]=1[CH2:18][OH:19].[CH2:20](Br)[C:21]1[CH:26]=[CH:25][CH:24]=[CH:23][CH:22]=1. Product: [CH2:20]([O:3][C:4]1[C:9](=[O:10])[CH:8]=[C:7]([CH:11]([OH:16])[C:12]([F:15])([F:13])[F:14])[N:6]([CH3:17])[C:5]=1[CH2:18][OH:19])[C:21]1[CH:26]=[CH:25][CH:24]=[CH:23][CH:22]=1. The catalyst class is: 5. (5) Reactant: Br[C:2]1[CH:3]=[CH:4][C:5]2[C:9]([C:10]3[CH:15]=[CH:14][C:13]([CH3:16])=[CH:12][CH:11]=3)=[C:8]([C:17]3[CH:22]=[CH:21][C:20]([CH3:23])=[CH:19][CH:18]=3)[S:7][C:6]=2[CH:24]=1.[Li]CCCC.C(O[B:34]1[O:38][C:37]([CH3:40])([CH3:39])[C:36]([CH3:42])([CH3:41])[O:35]1)(C)C.O. Product: [C:20]1([CH3:23])[CH:21]=[CH:22][C:17]([C:8]2[S:7][C:6]3[CH:5]=[C:4]([B:34]4[O:38][C:37]([CH3:40])([CH3:39])[C:36]([CH3:42])([CH3:41])[O:35]4)[CH:3]=[CH:2][C:24]=3[C:9]=2[C:10]2[CH:11]=[CH:12][C:13]([CH3:16])=[CH:14][CH:15]=2)=[CH:18][CH:19]=1. The catalyst class is: 1. (6) Reactant: [C:1]([O:5][C:6]([N:8]1[CH2:12][C@H:11]([F:13])[CH2:10][C@H:9]1[C:14](=[O:29])[NH:15][CH2:16][C:17]1[CH:22]=[C:21]([C:23]([O:25]C)=[O:24])[CH:20]=[C:19]([Cl:27])[C:18]=1[F:28])=[O:7])([CH3:4])([CH3:3])[CH3:2].[Li+].[OH-]. Product: [C:1]([O:5][C:6]([N:8]1[CH2:12][C@H:11]([F:13])[CH2:10][C@H:9]1[C:14](=[O:29])[NH:15][CH2:16][C:17]1[CH:22]=[C:21]([C:23]([OH:25])=[O:24])[CH:20]=[C:19]([Cl:27])[C:18]=1[F:28])=[O:7])([CH3:4])([CH3:2])[CH3:3]. The catalyst class is: 87.